This data is from HIV replication inhibition screening data with 41,000+ compounds from the AIDS Antiviral Screen. The task is: Binary Classification. Given a drug SMILES string, predict its activity (active/inactive) in a high-throughput screening assay against a specified biological target. (1) The molecule is COc1ccc2c3c1OC1C4(OC)C=CC5(CC4C(C)=O)C(C2)N(C)CCC315. The result is 0 (inactive). (2) The molecule is CC1(C)OCC2OC3OC(C)(C)OC3C(OS(C)(=O)=O)C2O1. The result is 0 (inactive). (3) The molecule is O=[N+]([O-])C(Cl)=CC(=C(N1CCCCC1)N1CCCCC1)[N+](=O)[O-]. The result is 0 (inactive). (4) The compound is CSc1nnc(SCc2nn3c(=O)cc(C)nc3s2)s1. The result is 0 (inactive). (5) The compound is O=C(NCCCCCCNC(=O)n1cc(F)c(=O)[nH]c1=O)NC1C(O)OC(CO)C(O)C1O. The result is 0 (inactive).